Dataset: Peptide-MHC class I binding affinity with 185,985 pairs from IEDB/IMGT. Task: Regression. Given a peptide amino acid sequence and an MHC pseudo amino acid sequence, predict their binding affinity value. This is MHC class I binding data. (1) The binding affinity (normalized) is 0.0847. The peptide sequence is AIIRILQQL. The MHC is HLA-B39:01 with pseudo-sequence HLA-B39:01. (2) The binding affinity (normalized) is 0.233. The MHC is HLA-A02:03 with pseudo-sequence HLA-A02:03. The peptide sequence is VINRVSENT. (3) The peptide sequence is DAYNIADAAR. The MHC is HLA-A11:01 with pseudo-sequence HLA-A11:01. The binding affinity (normalized) is 0.407. (4) The peptide sequence is ERYFRIHSL. The MHC is HLA-A68:01 with pseudo-sequence HLA-A68:01. The binding affinity (normalized) is 0.